This data is from Reaction yield outcomes from USPTO patents with 853,638 reactions. The task is: Predict the reaction yield, written as a fraction of the theoretical maximum amount of product (1.0 means a 100% yield; for example, 0.34 means a 34% yield). (1) The reactants are CCOCC.[Mg+2].[Br-:7].[Br-].S(O[CH2:14][CH2:15][CH:16]([CH2:18][CH2:19][CH2:20][CH:21]([CH2:23][CH2:24][CH2:25][CH:26]([CH2:28][CH2:29][CH2:30][CH:31]([CH3:33])[CH3:32])[CH3:27])[CH3:22])[CH3:17])(=O)(=O)C. The catalyst is C(OCC)C. The product is [CH2:14]([Br:7])[CH2:15][CH:16]([CH2:18][CH2:19][CH2:20][CH:21]([CH2:23][CH2:24][CH2:25][CH:26]([CH2:28][CH2:29][CH2:30][CH:31]([CH3:33])[CH3:32])[CH3:27])[CH3:22])[CH3:17]. The yield is 0.900. (2) The reactants are Cl[CH2:2][CH2:3][S:4][C:5]1[CH:11]=[CH:10][CH:9]=[CH:8][C:6]=1[NH2:7].C(=O)([O-])[O-].[K+].[K+].[I-].[Na+]. The catalyst is CN(C=O)C.C(OCC)(=O)C. The product is [S:4]1[CH2:3][CH2:2][NH:7][C:6]2[CH:8]=[CH:9][CH:10]=[CH:11][C:5]1=2. The yield is 0.990. (3) The reactants are [NH:1]1[CH:5]=[C:4]([CH2:6][C:7]([O:9][CH3:10])=[O:8])[N:3]=[CH:2]1.Cl[C:12]([C:25]1[CH:30]=[CH:29][CH:28]=[CH:27][CH:26]=1)([C:19]1[CH:24]=[CH:23][CH:22]=[CH:21][CH:20]=1)[C:13]1[CH:18]=[CH:17][CH:16]=[CH:15][CH:14]=1.CCN(CC)CC. The catalyst is CN(C=O)C. The product is [C:13]1([C:12]([C:19]2[CH:20]=[CH:21][CH:22]=[CH:23][CH:24]=2)([C:25]2[CH:26]=[CH:27][CH:28]=[CH:29][CH:30]=2)[N:1]2[CH:5]=[C:4]([CH2:6][C:7]([O:9][CH3:10])=[O:8])[N:3]=[CH:2]2)[CH:14]=[CH:15][CH:16]=[CH:17][CH:18]=1. The yield is 1.04. (4) The yield is 0.810. The reactants are Br[C:2]1[CH:3]=[C:4]([C:10](=[O:40])[CH2:11][N:12]2[C:17](=[O:18])[C:16]3[CH:19]=[C:20]([CH2:22][CH3:23])[S:21][C:15]=3[N:14]([CH2:24][C:25]3[CH:30]=[CH:29][C:28]([C:31]4[C:32]([C:37]#[N:38])=[CH:33][CH:34]=[CH:35][CH:36]=4)=[CH:27][CH:26]=3)[C:13]2=[O:39])[CH:5]=[CH:6][C:7]=1[O:8][CH3:9].[CH3:41]B(O)O.C(=O)([O-])[O-].[K+].[K+].O1CCCC1. The catalyst is C(OCC)(=O)C.C1C=CC(P(C2C=CC=CC=2)[C-]2C=CC=C2)=CC=1.C1C=CC(P(C2C=CC=CC=2)[C-]2C=CC=C2)=CC=1.Cl[Pd]Cl.[Fe+2].O. The product is [CH2:22]([C:20]1[S:21][C:15]2[N:14]([CH2:24][C:25]3[CH:26]=[CH:27][C:28]([C:31]4[C:32]([C:37]#[N:38])=[CH:33][CH:34]=[CH:35][CH:36]=4)=[CH:29][CH:30]=3)[C:13](=[O:39])[N:12]([CH2:11][C:10]([C:4]3[CH:5]=[CH:6][C:7]([O:8][CH3:9])=[C:2]([CH3:41])[CH:3]=3)=[O:40])[C:17](=[O:18])[C:16]=2[CH:19]=1)[CH3:23]. (5) The reactants are [Cl-].O[NH3+:3].[C:4](=[O:7])([O-])[OH:5].[Na+].CS(C)=O.[Si]([O:20][CH2:21][CH2:22][N:23]1[C:28](=[O:29])[C:27]([CH2:30][C:31]2[CH:36]=[CH:35][C:34]([C:37]3[C:38]([C:43]#[N:44])=[CH:39][CH:40]=[CH:41][CH:42]=3)=[CH:33][CH:32]=2)=[C:26]([CH2:45][CH2:46][CH3:47])[N:25]2[N:48]=[CH:49][N:50]=[C:24]12)(C(C)(C)C)(C)C. The catalyst is O.C(OCC)(=O)C. The product is [OH:20][CH2:21][CH2:22][N:23]1[C:28](=[O:29])[C:27]([CH2:30][C:31]2[CH:36]=[CH:35][C:34]([C:37]3[CH:42]=[CH:41][CH:40]=[CH:39][C:38]=3[C:43]3[NH:44][C:4](=[O:7])[O:5][N:3]=3)=[CH:33][CH:32]=2)=[C:26]([CH2:45][CH2:46][CH3:47])[N:25]2[N:48]=[CH:49][N:50]=[C:24]12. The yield is 0.610. (6) The reactants are C([N:8]1[CH2:13][CH2:12][N:11]([C:14]2[C:23]3[C:18](=[CH:19][CH:20]=[C:21]([N:24]([CH3:26])[CH3:25])[CH:22]=3)[CH:17]=[CH:16][N:15]=2)[CH2:10][CH2:9]1)C1C=CC=CC=1. The catalyst is C(O)C.[H][H].[Pd]. The product is [CH3:25][N:24]([CH3:26])[C:21]1[CH:22]=[C:23]2[C:18]([CH:17]=[CH:16][N:15]=[C:14]2[N:11]2[CH2:12][CH2:13][NH:8][CH2:9][CH2:10]2)=[CH:19][CH:20]=1. The yield is 0.250.